Dataset: Full USPTO retrosynthesis dataset with 1.9M reactions from patents (1976-2016). Task: Predict the reactants needed to synthesize the given product. (1) Given the product [NH2:20][C:17]1[CH:16]=[CH:15][C:14]([O:13][C:11]2[CH:10]=[CH:9][N:8]=[C:7]([NH:6][C:1](=[O:5])[CH2:2][CH2:3][CH3:4])[CH:12]=2)=[CH:19][CH:18]=1, predict the reactants needed to synthesize it. The reactants are: [C:1]([NH:6][C:7]1[CH:12]=[C:11]([O:13][C:14]2[CH:19]=[CH:18][C:17]([N+:20]([O-])=O)=[CH:16][CH:15]=2)[CH:10]=[CH:9][N:8]=1)(=[O:5])[CH2:2][CH2:3][CH3:4].[Cl-].[NH4+].C(O)C.CN(C)C=O. (2) Given the product [Cl:2][C:3]1[CH:4]=[C:5]([C:10]2[N:15]=[N:14][C:13]([N:16]3[CH2:17][CH2:18][C:19](=[O:20])[CH2:24][CH2:25]3)=[CH:12][CH:11]=2)[CH:6]=[CH:7][C:8]=1[Cl:9], predict the reactants needed to synthesize it. The reactants are: Cl.[Cl:2][C:3]1[CH:4]=[C:5]([C:10]2[N:15]=[N:14][C:13]([N:16]3[CH2:25][CH2:24][C:19]4(OCC[O:20]4)[CH2:18][CH2:17]3)=[CH:12][CH:11]=2)[CH:6]=[CH:7][C:8]=1[Cl:9]. (3) Given the product [CH3:18][C:15]1[CH:16]=[CH:17][C:12]([C:10]2[CH:9]=[C:4]([CH:3]=[C:2]([O:1][C:20]3[S:21][CH:22]=[CH:23][N:24]=3)[CH:11]=2)[C:5]([O:7][CH3:8])=[O:6])=[N:13][CH:14]=1, predict the reactants needed to synthesize it. The reactants are: [OH:1][C:2]1[CH:3]=[C:4]([CH:9]=[C:10]([C:12]2[CH:17]=[CH:16][C:15]([CH3:18])=[CH:14][N:13]=2)[CH:11]=1)[C:5]([O:7][CH3:8])=[O:6].Br[C:20]1[S:21][CH:22]=[CH:23][N:24]=1.C(=O)([O-])[O-].[K+].[K+].CS(C)=O. (4) Given the product [CH3:16][O:17][C:6]1[CH:5]=[CH:4][N+:3]([O-:11])=[C:2]([CH3:1])[CH:7]=1, predict the reactants needed to synthesize it. The reactants are: [CH3:1][C:2]1[CH:7]=[C:6]([N+]([O-])=O)[CH:5]=[CH:4][N+:3]=1[O-:11].C[O-].[Na+].C[CH2:16][O:17]C(C)=O. (5) Given the product [I:22][C:12]1[C:7]([CH3:6])=[N:8][C:9]([S:19][CH3:20])=[N:10][C:11]=1[NH:13][CH2:14][C:15]([F:17])([F:18])[F:16], predict the reactants needed to synthesize it. The reactants are: C([O-])(=O)C.[Na+].[CH3:6][C:7]1[CH:12]=[C:11]([NH:13][CH2:14][C:15]([F:18])([F:17])[F:16])[N:10]=[C:9]([S:19][CH3:20])[N:8]=1.Cl[I:22].S([O-])([O-])(=O)=S.[Na+].[Na+].